This data is from Full USPTO retrosynthesis dataset with 1.9M reactions from patents (1976-2016). The task is: Predict the reactants needed to synthesize the given product. (1) Given the product [CH3:2][NH:1][S:13]([C:9]1[CH:10]=[C:11]2[C:6](=[CH:7][CH:8]=1)[NH:5][C:4](=[O:3])[CH2:12]2)(=[O:15])=[O:14], predict the reactants needed to synthesize it. The reactants are: [NH2:1][CH3:2].[O:3]=[C:4]1[CH2:12][C:11]2[C:6](=[CH:7][CH:8]=[C:9]([S:13](Cl)(=[O:15])=[O:14])[CH:10]=2)[NH:5]1. (2) Given the product [CH3:3][O:4][C:5](=[O:28])[CH2:6][C:7]1[S:8][C:9]([C:12]2[CH:17]=[CH:16][CH:15]=[CH:14][C:13]=2[NH:18][C:19]([C:21]2[CH:22]=[N:23][CH:24]=[C:25]([C:34]3[CH:33]=[CH:32][C:31]([O:30][CH3:29])=[CH:36][C:35]=3[O:37][CH3:38])[CH:26]=2)=[O:20])=[CH:10][CH:11]=1, predict the reactants needed to synthesize it. The reactants are: N#N.[CH3:3][O:4][C:5](=[O:28])[CH2:6][C:7]1[S:8][C:9]([C:12]2[CH:17]=[CH:16][CH:15]=[CH:14][C:13]=2[NH:18][C:19]([C:21]2[CH:22]=[N:23][CH:24]=[C:25](Br)[CH:26]=2)=[O:20])=[CH:10][CH:11]=1.[CH3:29][O:30][C:31]1[CH:36]=[C:35]([O:37][CH3:38])[CH:34]=[CH:33][C:32]=1B(O)O.C([O-])(O)=O.[Na+].